From a dataset of TCR-epitope binding with 47,182 pairs between 192 epitopes and 23,139 TCRs. Binary Classification. Given a T-cell receptor sequence (or CDR3 region) and an epitope sequence, predict whether binding occurs between them. (1) The epitope is NLVPMVATV. The TCR CDR3 sequence is CASSHTAGGYSYNEQFF. Result: 0 (the TCR does not bind to the epitope). (2) The epitope is EIYKRWII. The TCR CDR3 sequence is CASSDSTGDSGANVLTF. Result: 1 (the TCR binds to the epitope). (3) The epitope is MPASWVMRI. The TCR CDR3 sequence is CASSLDRATPSSGANVLTF. Result: 0 (the TCR does not bind to the epitope). (4) The epitope is RLFRKSNLK. The TCR CDR3 sequence is CASSLGQGTFTDTQYF. Result: 0 (the TCR does not bind to the epitope).